From a dataset of Peptide-MHC class II binding affinity with 134,281 pairs from IEDB. Regression. Given a peptide amino acid sequence and an MHC pseudo amino acid sequence, predict their binding affinity value. This is MHC class II binding data. (1) The peptide sequence is MEADVILPIGTRSVE. The MHC is DRB3_0202 with pseudo-sequence DRB3_0202. The binding affinity (normalized) is 0. (2) The peptide sequence is TLEQDKCVTVMAPDK. The MHC is DRB4_0103 with pseudo-sequence DRB4_0103. The binding affinity (normalized) is 0. (3) The peptide sequence is AMSKVRKDISEWQPS. The MHC is DRB1_1301 with pseudo-sequence DRB1_1301. The binding affinity (normalized) is 0.419. (4) The peptide sequence is EEREVLMWKFDSALARKH. The MHC is DRB1_0405 with pseudo-sequence DRB1_0405. The binding affinity (normalized) is 0.565. (5) The peptide sequence is KIDAAFKVAATAAAT. The MHC is DRB3_0101 with pseudo-sequence DRB3_0101. The binding affinity (normalized) is 0.384. (6) The peptide sequence is ALSDPYLSFAAALNG. The MHC is DRB1_0901 with pseudo-sequence DRB1_0901. The binding affinity (normalized) is 0.781. (7) The peptide sequence is EGKQSLTKLAAAWGG. The MHC is DRB1_0401 with pseudo-sequence DRB1_0401. The binding affinity (normalized) is 0.220.